This data is from Full USPTO retrosynthesis dataset with 1.9M reactions from patents (1976-2016). The task is: Predict the reactants needed to synthesize the given product. (1) Given the product [CH3:2][N:3]([CH3:24])[C:4]1[CH:5]=[CH:6][CH:7]=[C:8]2[C@H:16]3[C@H:12]([CH2:13][NH:14][CH2:15]3)[O:11][CH2:10][C:9]=12, predict the reactants needed to synthesize it. The reactants are: Cl.[CH3:2][N:3]([CH3:24])[C:4]1[C:9]2[CH2:10][O:11][C@@H:12]3[C@H:16]([C:8]=2[CH:7]=[CH:6][CH:5]=1)[CH2:15][N:14](C(OC(C)(C)C)=O)[CH2:13]3.CO. (2) The reactants are: [Br:1][C:2]1[C:3](Cl)=[N:4][CH:5]=[C:6]([CH:22]=1)[C:7]([NH:9][C:10]1[CH:15]=[CH:14][C:13]([O:16][C:17]([F:20])([F:19])[F:18])=[C:12]([F:21])[CH:11]=1)=[O:8].[NH:24]1[CH2:28][CH2:27][C@H:26]([CH2:29][OH:30])[CH2:25]1. Given the product [Br:1][C:2]1[C:3]([N:24]2[CH2:28][CH2:27][C@H:26]([CH2:29][OH:30])[CH2:25]2)=[N:4][CH:5]=[C:6]([CH:22]=1)[C:7]([NH:9][C:10]1[CH:15]=[CH:14][C:13]([O:16][C:17]([F:20])([F:19])[F:18])=[C:12]([F:21])[CH:11]=1)=[O:8], predict the reactants needed to synthesize it. (3) Given the product [Br:13][C:12]1[C:8]([C:4]2[CH:3]=[C:2]([NH:1][C:24](=[O:25])[CH2:23][C:18]3[CH:19]=[CH:20][CH:21]=[CH:22][C:17]=3[O:16][CH3:15])[CH:7]=[CH:6][CH:5]=2)=[N:9][N:10]([CH3:14])[CH:11]=1, predict the reactants needed to synthesize it. The reactants are: [NH2:1][C:2]1[CH:3]=[C:4]([C:8]2[C:12]([Br:13])=[CH:11][N:10]([CH3:14])[N:9]=2)[CH:5]=[CH:6][CH:7]=1.[CH3:15][O:16][C:17]1[CH:22]=[CH:21][CH:20]=[CH:19][C:18]=1[CH2:23][C:24](O)=[O:25].O.ON1C2C=CC=CC=2N=N1.F[P-](F)(F)(F)(F)F.N1(OC(N(C)C)=[N+](C)C)C2C=CC=CC=2N=N1.C(N(CC)C(C)C)(C)C. (4) Given the product [C:23]([O:1][C:2]1([C:13]2[CH:18]=[CH:17][C:16]([CH:19]([CH3:20])[CH3:21])=[CH:15][C:14]=2[OH:22])[C:10](=[O:11])[C:9]2[C:4](=[CH:5][CH:6]=[CH:7][CH:8]=2)[C:3]1=[O:12])(=[O:30])[C:24]1[CH:29]=[CH:28][CH:27]=[CH:26][CH:25]=1, predict the reactants needed to synthesize it. The reactants are: [OH:1][C:2]1([C:13]2[CH:18]=[CH:17][C:16]([CH:19]([CH3:21])[CH3:20])=[CH:15][C:14]=2[OH:22])[C:10](=[O:11])[C:9]2[C:4](=[CH:5][CH:6]=[CH:7][CH:8]=2)[C:3]1=[O:12].[C:23](Cl)(=[O:30])[C:24]1[CH:29]=[CH:28][CH:27]=[CH:26][CH:25]=1.C(N(CC)CC)C.